This data is from Catalyst prediction with 721,799 reactions and 888 catalyst types from USPTO. The task is: Predict which catalyst facilitates the given reaction. Reactant: O=[C:2]1[CH2:7][CH2:6][CH2:5][CH2:4][CH:3]1[C:8]([O:10]CC)=O.Cl.[Cl:14][C:15]1[CH:23]=[CH:22][C:18]([C:19]([NH2:21])=[NH:20])=[CH:17][CH:16]=1.CC([O-])(C)C.[K+]. Product: [Cl:14][C:15]1[CH:23]=[CH:22][C:18]([C:19]2[N:21]=[C:8]([OH:10])[C:3]3[CH2:4][CH2:5][CH2:6][CH2:7][C:2]=3[N:20]=2)=[CH:17][CH:16]=1. The catalyst class is: 5.